Dataset: Catalyst prediction with 721,799 reactions and 888 catalyst types from USPTO. Task: Predict which catalyst facilitates the given reaction. The catalyst class is: 6. Product: [N+:14]([C:10]1[CH:9]=[CH:8][C:7]([N:17]2[CH:21]=[CH:20][CH:19]=[N:18]2)=[CH:13][C:11]=1[NH2:12])([O-:16])=[O:15]. Reactant: CN(C)C=O.Cl[C:7]1[CH:8]=[CH:9][C:10]([N+:14]([O-:16])=[O:15])=[C:11]([CH:13]=1)[NH2:12].[NH:17]1[CH:21]=[CH:20][CH:19]=[N:18]1.[OH-].[K+].